Task: Predict the product of the given reaction.. Dataset: Forward reaction prediction with 1.9M reactions from USPTO patents (1976-2016) (1) Given the reactants [NH2:1][C:2]1[C:3]2[C:10]([C:11]3[CH:16]=[CH:15][C:14]([Cl:17])=[CH:13][CH:12]=3)=[CH:9][N:8]([C:18]3[CH:19]=[C:20]([CH2:24][OH:25])[CH:21]=[CH:22][CH:23]=3)[C:4]=2[N:5]=[CH:6][N:7]=1.C(N(CC)CC)C.N1C=CC=CC=1.S(=O)(=O)=O.Cl, predict the reaction product. The product is: [NH2:1][C:2]1[C:3]2[C:10]([C:11]3[CH:12]=[CH:13][C:14]([Cl:17])=[CH:15][CH:16]=3)=[CH:9][N:8]([C:18]3[CH:19]=[C:20]([CH:21]=[CH:22][CH:23]=3)[CH:24]=[O:25])[C:4]=2[N:5]=[CH:6][N:7]=1. (2) The product is: [CH2:20]([O:19][C:17](=[O:18])[NH:14][C:11]1[N:10]=[CH:9][C:8]2[CH2:7][CH2:6][C:5]3[N:15]=[C:2]([CH3:1])[S:3][C:4]=3[C:13]=2[N:12]=1)[CH2:21][CH:22]=[CH2:23]. Given the reactants [CH3:1][C:2]1[S:3][C:4]2[C:13]3[N:12]=[C:11]([NH2:14])[N:10]=[CH:9][C:8]=3[CH2:7][CH2:6][C:5]=2[N:15]=1.Cl[C:17]([O:19][CH2:20][CH2:21][CH:22]=[CH2:23])=[O:18].[Cl-].[NH4+], predict the reaction product. (3) Given the reactants [C:1]([O:5][C:6]([N:8]([CH3:15])[CH:9]1[CH2:14][CH2:13][NH:12][CH2:11][CH2:10]1)=[O:7])([CH3:4])([CH3:3])[CH3:2].Br[C:17]1[S:18][C:19]([C:23]([O:25][CH2:26][CH3:27])=[O:24])=[C:20]([CH3:22])[N:21]=1.C(N(C(C)C)CC)(C)C, predict the reaction product. The product is: [C:1]([O:5][C:6]([N:8]([CH3:15])[CH:9]1[CH2:10][CH2:11][N:12]([C:17]2[S:18][C:19]([C:23]([O:25][CH2:26][CH3:27])=[O:24])=[C:20]([CH3:22])[N:21]=2)[CH2:13][CH2:14]1)=[O:7])([CH3:4])([CH3:3])[CH3:2]. (4) Given the reactants CC1(C)C(C)(C)OB([C:9]2[CH:10]=[C:11]3[C:16](=[CH:17][N:18]=2)[N:15]=[CH:14][CH:13]=[C:12]3[N:19]2[CH2:24][CH2:23][CH2:22][C@H:21]([NH:25]C(=O)OC(C)(C)C)[CH2:20]2)O1.[NH2:34][C:35]1[CH:36]=[CH:37][C:38]([C:42]2[CH:43]=[C:44]([CH:51]=[CH:52][C:53]=2[F:54])[C:45]([NH:47][CH:48]([CH3:50])[CH3:49])=[O:46])=[N:39][C:40]=1Cl, predict the reaction product. The product is: [NH2:34][C:35]1[CH:36]=[CH:37][C:38]([C:42]2[CH:43]=[C:44]([CH:51]=[CH:52][C:53]=2[F:54])[C:45]([NH:47][CH:48]([CH3:50])[CH3:49])=[O:46])=[N:39][C:40]=1[C:9]1[CH:10]=[C:11]2[C:16](=[CH:17][N:18]=1)[N:15]=[CH:14][CH:13]=[C:12]2[N:19]1[CH2:24][CH2:23][CH2:22][C@H:21]([NH2:25])[CH2:20]1. (5) Given the reactants [N:1]1([C:7]([O:9][C:10]([CH3:13])([CH3:12])[CH3:11])=[O:8])[CH2:6][CH2:5][NH:4][CH2:3][CH2:2]1.[Br:14][C:15]1[C:16](Cl)=[N:17][CH:18]=[C:19]([Cl:21])[CH:20]=1.CCN(C(C)C)C(C)C, predict the reaction product. The product is: [Br:14][C:15]1[C:16]([N:4]2[CH2:5][CH2:6][N:1]([C:7]([O:9][C:10]([CH3:13])([CH3:12])[CH3:11])=[O:8])[CH2:2][CH2:3]2)=[N:17][CH:18]=[C:19]([Cl:21])[CH:20]=1. (6) Given the reactants [C:1]([O:5][C:6]([N:8]1[CH2:13][CH2:12][CH:11]([C:14]([C:17]2[CH:22]=[CH:21][CH:20]=[C:19]([O:23][CH3:24])[C:18]=2F)=[N:15][OH:16])[CH2:10][CH2:9]1)=[O:7])([CH3:4])([CH3:3])[CH3:2].CC(C)([O-])C.[K+], predict the reaction product. The product is: [C:1]([O:5][C:6]([N:8]1[CH2:13][CH2:12][CH:11]([C:14]2[C:17]3[CH:22]=[CH:21][CH:20]=[C:19]([O:23][CH3:24])[C:18]=3[O:16][N:15]=2)[CH2:10][CH2:9]1)=[O:7])([CH3:4])([CH3:3])[CH3:2].